Dataset: Reaction yield outcomes from USPTO patents with 853,638 reactions. Task: Predict the reaction yield, written as a fraction of the theoretical maximum amount of product (1.0 means a 100% yield; for example, 0.34 means a 34% yield). (1) The reactants are Br[C:2]1[CH:3]=[C:4]2[C:8](=[CH:9][CH:10]=1)[NH:7][C:6](=[O:11])[C:5]2([O:15][CH3:16])[C:12]#[C:13][CH3:14].[Cl:17][C:18]1[CH:19]=[C:20](B(O)O)[CH:21]=[CH:22][CH:23]=1.C(=O)([O-])[O-].[Na+].[Na+]. The catalyst is C(COC)OC.O.C1C=CC([P]([Pd]([P](C2C=CC=CC=2)(C2C=CC=CC=2)C2C=CC=CC=2)([P](C2C=CC=CC=2)(C2C=CC=CC=2)C2C=CC=CC=2)[P](C2C=CC=CC=2)(C2C=CC=CC=2)C2C=CC=CC=2)(C2C=CC=CC=2)C2C=CC=CC=2)=CC=1. The product is [Cl:17][C:18]1[CH:23]=[C:22]([C:2]2[CH:3]=[C:4]3[C:8](=[CH:9][CH:10]=2)[NH:7][C:6](=[O:11])[C:5]3([O:15][CH3:16])[C:12]#[C:13][CH3:14])[CH:21]=[CH:20][CH:19]=1. The yield is 0.150. (2) The reactants are [CH2:1]([P:3]([CH2:10][CH2:11][OH:12])(=[O:9])[O:4][CH2:5][CH2:6]CC)[CH3:2].C(O)C[OH:15]. The catalyst is C([O-])(C([O-])=O)=O.C([O-])(C([O-])=O)=O.O=[Ti+2].[K+].[K+]. The product is [CH2:1]([P:3]([CH2:10][CH2:11][OH:12])(=[O:9])[O:4][CH2:5][CH2:6][OH:15])[CH3:2]. The yield is 0.960.